From a dataset of Catalyst prediction with 721,799 reactions and 888 catalyst types from USPTO. Predict which catalyst facilitates the given reaction. (1) Reactant: [CH3:1]/[C:2](/[CH2:6][CH2:7][CH:8]=[C:9]([CH3:11])[CH3:10])=[CH:3]\[CH2:4][NH2:5].C(N(CC)CC)C.[OH:19][C:20]1[CH:28]=[CH:27][CH:26]=[CH:25][C:21]=1[C:22](O)=[O:23].C1C=CC(P(N=[N+]=[N-])(C2C=CC=CC=2)=O)=CC=1. Product: [CH3:1]/[C:2](/[CH2:6][CH2:7][CH:8]=[C:9]([CH3:11])[CH3:10])=[CH:3]\[CH2:4][NH:5][C:22](=[O:23])[C:21]1[CH:25]=[CH:26][CH:27]=[CH:28][C:20]=1[OH:19]. The catalyst class is: 1. (2) Reactant: [H-].[Na+].[CH3:3][C:4]([CH3:13])([CH:7]([OH:12])[C:8]([CH3:11])([CH3:10])[CH3:9])[CH2:5][OH:6].[CH3:14][O:15][C:16]1[CH:17]=[C:18]([CH:21]=[CH:22][CH:23]=1)[CH2:19]Cl.[Cl-].[NH4+]. Product: [CH3:14][O:15][C:16]1[CH:17]=[C:18]([CH:21]=[CH:22][CH:23]=1)[CH2:19][O:6][CH2:5][C:4]([CH3:13])([CH3:3])[CH:7]([OH:12])[C:8]([CH3:11])([CH3:10])[CH3:9]. The catalyst class is: 3.